From a dataset of Clinical trial toxicity outcomes and FDA approval status for drugs. Regression/Classification. Given a drug SMILES string, predict its toxicity properties. Task type varies by dataset: regression for continuous values (e.g., LD50, hERG inhibition percentage) or binary classification for toxic/non-toxic outcomes (e.g., AMES mutagenicity, cardiotoxicity, hepatotoxicity). Dataset: clintox. (1) The drug is C[C@H]1C[C@H]2[C@@H]3CCC4=CC(=O)C=C[C@]4(C)[C@H]3C(=O)C[C@]2(C)[C@@]1(O)C(=O)CO. The result is 0 (passed clinical trial). (2) The compound is CN1C(=O)CC(c2ccccc2)C1=O. The result is 0 (passed clinical trial). (3) The drug is Cc1nnc2n1-c1ccc(Cl)cc1C(c1ccccc1Cl)=NC2. The result is 0 (passed clinical trial). (4) The drug is CCCCNC(=O)[N-]S(=O)(=O)c1ccc(C)cc1. The result is 0 (passed clinical trial). (5) The drug is FC(F)(F)C(F)(F)C(F)(F)C(F)(F)C(F)(F)C(F)(F)F. The result is 0 (passed clinical trial).